Dataset: Full USPTO retrosynthesis dataset with 1.9M reactions from patents (1976-2016). Task: Predict the reactants needed to synthesize the given product. (1) The reactants are: Br[C:2]1[CH:3]=[N:4][C:5]([N:8]2[CH2:13][CH2:12][O:11][CH2:10][CH2:9]2)=[N:6][CH:7]=1.[I-:14].[Na+].CNCCNC. Given the product [I:14][C:2]1[CH:3]=[N:4][C:5]([N:8]2[CH2:13][CH2:12][O:11][CH2:10][CH2:9]2)=[N:6][CH:7]=1, predict the reactants needed to synthesize it. (2) Given the product [O:23]=[C:24]1[CH:25]=[C:29]([CH:31]2[CH2:36][CH2:35][N:34]([C:37]([O:39][C:40]([CH3:43])([CH3:42])[CH3:41])=[O:38])[CH2:33][CH2:32]2)[N:12]2[N:13]=[C:14]3[C:10]([C:9]([C:4]4[CH:5]=[CH:6][CH:7]=[CH:8][C:3]=4[C:2]([F:19])([F:1])[F:20])=[CH:17][CH:16]=[CH:15]3)=[C:11]2[NH:18]1, predict the reactants needed to synthesize it. The reactants are: [F:1][C:2]([F:20])([F:19])[C:3]1[CH:8]=[CH:7][CH:6]=[CH:5][C:4]=1[C:9]1[CH:17]=[CH:16][CH:15]=[C:14]2[C:10]=1[C:11]([NH2:18])=[N:12][NH:13]2.CC1(C)OC(=O)[CH:25]([C:29]([CH:31]2[CH2:36][CH2:35][N:34]([C:37]([O:39][C:40]([CH3:43])([CH3:42])[CH3:41])=[O:38])[CH2:33][CH2:32]2)=O)[C:24](=O)[O:23]1.P([O-])([O-])([O-])=O.[K+].[K+].[K+]. (3) Given the product [Si:3]([O:20][CH2:21][C@H:22]1[CH2:26][CH2:25][S:24](=[O:28])(=[O:27])[N:23]1[CH2:30][CH2:31][CH2:32][C:33]1[S:37][C:36]([C:38]([O:40][CH3:41])=[O:39])=[CH:35][CH:34]=1)([C:16]([CH3:17])([CH3:18])[CH3:19])([C:10]1[CH:11]=[CH:12][CH:13]=[CH:14][CH:15]=1)[C:4]1[CH:9]=[CH:8][CH:7]=[CH:6][CH:5]=1, predict the reactants needed to synthesize it. The reactants are: [H-].[Na+].[Si:3]([O:20][CH2:21][C@H:22]1[CH2:26][CH2:25][S:24](=[O:28])(=[O:27])[NH:23]1)([C:16]([CH3:19])([CH3:18])[CH3:17])([C:10]1[CH:15]=[CH:14][CH:13]=[CH:12][CH:11]=1)[C:4]1[CH:9]=[CH:8][CH:7]=[CH:6][CH:5]=1.I[CH2:30][CH2:31][CH2:32][C:33]1[S:37][C:36]([C:38]([O:40][CH3:41])=[O:39])=[CH:35][CH:34]=1.